Dataset: Forward reaction prediction with 1.9M reactions from USPTO patents (1976-2016). Task: Predict the product of the given reaction. (1) Given the reactants [F:1][C:2]1[CH:3]=[C:4]([CH2:9][C:10]([OH:12])=O)[CH:5]=[C:6]([F:8])[CH:7]=1.C(N1C=CN=C1)([N:15]1C=CN=C1)=O, predict the reaction product. The product is: [F:1][C:2]1[CH:3]=[C:4]([CH2:9][C:10]([NH2:15])=[O:12])[CH:5]=[C:6]([F:8])[CH:7]=1. (2) Given the reactants [CH3:1][O:2][C:3]([C:5]1[CH:6]=[CH:7][C:8]([OH:11])=[CH:9][CH:10]=1)=[O:4].[F:12][C:13]1[CH:20]=[CH:19][C:16]([CH2:17]Cl)=[CH:15][CH:14]=1.C(=O)([O-])[O-].[K+].[K+], predict the reaction product. The product is: [F:12][C:13]1[CH:20]=[CH:19][C:16]([CH2:17][O:11][C:8]2[CH:9]=[CH:10][C:5]([C:3]([O:2][CH3:1])=[O:4])=[CH:6][CH:7]=2)=[CH:15][CH:14]=1. (3) Given the reactants [CH:1]([C:3]1[CH:4]=[C:5]([CH:8]=[CH:9][C:10]=1[CH:11]1[C:16]2[C:17](=[O:20])[CH2:18][CH2:19][C:15]=2[N:14]([C:21]2[CH:26]=[CH:25][CH:24]=[C:23]([C:27]([F:30])([F:29])[F:28])[CH:22]=2)[C:13](=[O:31])[N:12]1[CH3:32])[C:6]#[N:7])=[O:2].O.Cl.[C:35](OCC)(=O)C, predict the reaction product. The product is: [OH:2][CH:1]([C:3]1[CH:4]=[C:5]([CH:8]=[CH:9][C:10]=1[CH:11]1[C:16]2[C:17](=[O:20])[CH2:18][CH2:19][C:15]=2[N:14]([C:21]2[CH:26]=[CH:25][CH:24]=[C:23]([C:27]([F:30])([F:29])[F:28])[CH:22]=2)[C:13](=[O:31])[N:12]1[CH3:32])[C:6]#[N:7])[CH3:35].